From a dataset of Full USPTO retrosynthesis dataset with 1.9M reactions from patents (1976-2016). Predict the reactants needed to synthesize the given product. (1) Given the product [C:21]([O:20][C:19](=[O:25])[N:18]([C@@H:15]1[CH2:16][CH2:17][N:13]([C:11]([C:9]2[S:10][C:3]3[C:4](=[N:5][CH:6]=[CH:7][C:2]=3[O:40][C:36]3[CH:35]=[C:34]4[C:39]([C:31]([C:29]([NH:28][CH3:27])=[O:30])=[C:32]([CH3:42])[N:33]4[CH3:41])=[CH:38][CH:37]=3)[CH:8]=2)=[O:12])[CH2:14]1)[CH3:26])([CH3:24])([CH3:23])[CH3:22], predict the reactants needed to synthesize it. The reactants are: Cl[C:2]1[CH:7]=[CH:6][N:5]=[C:4]2[CH:8]=[C:9]([C:11]([N:13]3[CH2:17][CH2:16][C@@H:15]([N:18]([CH3:26])[C:19](=[O:25])[O:20][C:21]([CH3:24])([CH3:23])[CH3:22])[CH2:14]3)=[O:12])[S:10][C:3]=12.[CH3:27][NH:28][C:29]([C:31]1[C:39]2[C:34](=[CH:35][C:36]([OH:40])=[CH:37][CH:38]=2)[N:33]([CH3:41])[C:32]=1[CH3:42])=[O:30].C([O-])([O-])=O.[Cs+].[Cs+]. (2) Given the product [OH:9][C:10]([CH3:43])([CH3:42])[CH2:11][C@:12]1([C:36]2[CH:37]=[CH:38][CH:39]=[CH:40][CH:41]=2)[CH2:17][CH2:16][N:15]([C@H:18]([C:20]2[CH:21]=[CH:22][C:23]([C:2]3[CH:3]=[CH:4][C:5](=[O:8])[NH:6][CH:7]=3)=[CH:24][CH:25]=2)[CH3:19])[C:14](=[O:35])[CH2:13]1, predict the reactants needed to synthesize it. The reactants are: Br[C:2]1[CH:3]=[CH:4][C:5](=[O:8])[NH:6][CH:7]=1.[OH:9][C:10]([CH3:43])([CH3:42])[CH2:11][C@:12]1([C:36]2[CH:41]=[CH:40][CH:39]=[CH:38][CH:37]=2)[CH2:17][CH2:16][N:15]([C@H:18]([C:20]2[CH:25]=[CH:24][C:23](B3OC(C)(C)C(C)(C)O3)=[CH:22][CH:21]=2)[CH3:19])[C:14](=[O:35])[CH2:13]1.C([O-])(O)=O.[Na+]. (3) Given the product [CH3:9][O:10][NH:11][CH2:12][CH2:13][CH2:14][CH2:15][N:16]1[C:28]2[C:27]3[CH:26]=[CH:25][CH:24]=[CH:23][C:22]=3[N:21]=[CH:20][C:19]=2[N:18]=[C:17]1[CH2:29][CH2:30][CH3:31], predict the reactants needed to synthesize it. The reactants are: C([BH3-])#N.[Na+].C(O)(=O)C.[CH3:9][O:10][N:11]=[CH:12][CH2:13][CH2:14][CH2:15][N:16]1[C:28]2[C:27]3[CH:26]=[CH:25][CH:24]=[CH:23][C:22]=3[N:21]=[CH:20][C:19]=2[N:18]=[C:17]1[CH2:29][CH2:30][CH3:31].C(=O)([O-])[O-].[K+].[K+]. (4) Given the product [Br:12][C:11]1[C:10](=[O:13])[N:9]2[CH:14]=[C:15]([F:18])[CH:16]=[CH:17][C:8]2=[N:7][C:6]=1[CH2:5][OH:4], predict the reactants needed to synthesize it. The reactants are: C([O:4][CH2:5][C:6]1[N:7]=[C:8]2[CH:17]=[CH:16][C:15]([F:18])=[CH:14][N:9]2[C:10](=[O:13])[C:11]=1[Br:12])(=O)C.Cl.O1CCOCC1.[OH-].[NH4+]. (5) Given the product [BrH:1].[Br:3][CH:7]1[CH2:6][CH:5]([CH3:4])[NH:11][CH2:10][CH2:9][C:8]1=[O:12].[BrH:1].[Br:1][CH:9]1[C:8](=[O:12])[CH2:7][CH2:6][CH:5]([CH3:4])[NH:11][CH2:10]1, predict the reactants needed to synthesize it. The reactants are: [Br:1]Br.[BrH:3].[CH3:4][CH:5]1[NH:11][CH2:10][CH2:9][C:8](=[O:12])[CH2:7][CH2:6]1.